Dataset: Peptide-MHC class I binding affinity with 185,985 pairs from IEDB/IMGT. Task: Regression. Given a peptide amino acid sequence and an MHC pseudo amino acid sequence, predict their binding affinity value. This is MHC class I binding data. (1) The peptide sequence is SVDFVVNGHT. The MHC is HLA-A02:03 with pseudo-sequence HLA-A02:03. The binding affinity (normalized) is 0. (2) The peptide sequence is TMKAIEKDR. The MHC is HLA-A31:01 with pseudo-sequence HLA-A31:01. The binding affinity (normalized) is 0.499. (3) The peptide sequence is LPLLALLAL. The MHC is HLA-A02:01 with pseudo-sequence HLA-A02:01. The binding affinity (normalized) is 0.133. (4) The peptide sequence is YLYETYHLI. The MHC is HLA-A02:01 with pseudo-sequence HLA-A02:01. The binding affinity (normalized) is 0.930.